Dataset: Forward reaction prediction with 1.9M reactions from USPTO patents (1976-2016). Task: Predict the product of the given reaction. (1) Given the reactants [C:1]([O:5][C:6]([N:8]1[CH2:13][CH2:12][CH:11]([C:14]2[CH:15]=[C:16]([CH:20]=[CH:21][CH:22]=2)[C:17](O)=[O:18])[CH:10]([O:23][CH2:24][C:25]2[CH:34]=[CH:33][C:32]3[C:27](=[CH:28][CH:29]=[CH:30][CH:31]=3)[CH:26]=2)[CH2:9]1)=[O:7])([CH3:4])([CH3:3])[CH3:2].[CH2:35]([NH2:42])[C:36]1[CH:41]=[CH:40][CH:39]=[CH:38][CH:37]=1, predict the reaction product. The product is: [CH2:35]([NH:42][C:17]([C:16]1[CH:15]=[C:14]([CH:11]2[CH2:12][CH2:13][N:8]([C:6]([O:5][C:1]([CH3:4])([CH3:3])[CH3:2])=[O:7])[CH2:9][CH:10]2[O:23][CH2:24][C:25]2[CH:34]=[CH:33][C:32]3[C:27](=[CH:28][CH:29]=[CH:30][CH:31]=3)[CH:26]=2)[CH:22]=[CH:21][CH:20]=1)=[O:18])[C:36]1[CH:41]=[CH:40][CH:39]=[CH:38][CH:37]=1. (2) Given the reactants [Cl:1][C:2]1[C:3]([N:8]2[C:12]([C:13]([O:15]C)=[O:14])=[CH:11][C:10](/[CH:17]=[CH:18]/[N:19]3[N:23]=[N:22][C:21]([C:24]([F:27])([F:26])[F:25])=[N:20]3)=[N:9]2)=[N:4][CH:5]=[CH:6][CH:7]=1.ClC1C(N2C(C(OC)=O)=CC(/C=C/N3C(C(F)(F)F)=NN=N3)=N2)=NC=CC=1.[OH-].[Na+].Cl, predict the reaction product. The product is: [Cl:1][C:2]1[C:3]([N:8]2[C:12]([C:13]([OH:15])=[O:14])=[CH:11][C:10](/[CH:17]=[CH:18]/[N:19]3[N:23]=[N:22][C:21]([C:24]([F:26])([F:25])[F:27])=[N:20]3)=[N:9]2)=[N:4][CH:5]=[CH:6][CH:7]=1. (3) Given the reactants [C:1]([C:4]1[CH:9]=[CH:8][C:7]([S:10]([NH2:13])(=[O:12])=[O:11])=[CH:6][CH:5]=1)(=[O:3])[CH3:2].[NH2:14][C:15]1[CH:20]=[CH:19][CH:18]=[CH:17][C:16]=1[C:21]#[C:22][C:23]1[C:24]([O:33][CH3:34])=[CH:25][C:26]([O:31][CH3:32])=[C:27]([CH:30]=1)[CH:28]=O, predict the reaction product. The product is: [NH2:14][C:15]1[CH:20]=[CH:19][CH:18]=[CH:17][C:16]=1[C:21]#[C:22][C:23]1[C:24]([O:33][CH3:34])=[CH:25][C:26]([O:31][CH3:32])=[C:27](/[CH:28]=[CH:2]/[C:1]([C:4]2[CH:5]=[CH:6][C:7]([S:10]([NH2:13])(=[O:11])=[O:12])=[CH:8][CH:9]=2)=[O:3])[CH:30]=1. (4) Given the reactants [F:1][C:2]1[CH:11]=[CH:10][C:5]([C:6]([O:8][CH3:9])=[O:7])=[C:4]([OH:12])[CH:3]=1.[Br:13][C:14]1[CH:19]=[C:18]([N+]([O-])=O)[CH:17]=[C:16]([Br:23])[N:15]=1.C(=O)([O-])[O-].[Cs+].[Cs+].O, predict the reaction product. The product is: [CH3:9][O:8][C:6](=[O:7])[C:5]1[CH:10]=[CH:11][C:2]([F:1])=[CH:3][C:4]=1[O:12][C:18]1[CH:17]=[C:16]([Br:23])[N:15]=[C:14]([Br:13])[CH:19]=1. (5) Given the reactants [C:1]([O:5][CH:6]([C:12]1[C:16]([C:17]2[CH:18]=[CH:19][C:20]3[O:25][CH2:24][CH2:23][CH2:22][C:21]=3[CH:26]=2)=[C:15](Cl)[S:14][C:13]=1[CH3:28])[C:7]([O:9][CH2:10][CH3:11])=[O:8])([CH3:4])([CH3:3])[CH3:2].[CH3:29][C:30]1[CH:35]=[C:34](B2OC(C)(C)C(C)(C)O2)[CH:33]=[CH:32][N:31]=1.C(=O)([O-])[O-].[K+].[K+], predict the reaction product. The product is: [C:1]([O:5][CH:6]([C:12]1[C:16]([C:17]2[CH:18]=[CH:19][C:20]3[O:25][CH2:24][CH2:23][CH2:22][C:21]=3[CH:26]=2)=[C:15]([C:34]2[CH:33]=[CH:32][N:31]=[C:30]([CH3:29])[CH:35]=2)[S:14][C:13]=1[CH3:28])[C:7]([O:9][CH2:10][CH3:11])=[O:8])([CH3:4])([CH3:3])[CH3:2]. (6) Given the reactants [Cl:1][C:2]1[C:11]2[C:6](=[CH:7][CH:8]=[C:9]([C:12]([C:24]3[N:28]([CH3:29])[CH:27]=[N:26][CH:25]=3)([C:14]3[CH:15]=[N:16][C:17]([C:20]([F:23])([F:22])[F:21])=[CH:18][CH:19]=3)[OH:13])[CH:10]=2)[N:5]=[C:4]([O:30][CH3:31])[C:3]=1[CH2:32][CH2:33][CH:34]1[CH2:39][CH2:38][NH:37][CH2:36][CH2:35]1.CCN(CC)CC.[C:47](OC(=O)C)(=[O:49])[CH3:48], predict the reaction product. The product is: [C:47]([N:37]1[CH2:36][CH2:35][CH:34]([CH2:33][CH2:32][C:3]2[C:4]([O:30][CH3:31])=[N:5][C:6]3[C:11]([C:2]=2[Cl:1])=[CH:10][C:9]([C:12]([C:24]2[N:28]([CH3:29])[CH:27]=[N:26][CH:25]=2)([C:14]2[CH:15]=[N:16][C:17]([C:20]([F:22])([F:23])[F:21])=[CH:18][CH:19]=2)[OH:13])=[CH:8][CH:7]=3)[CH2:39][CH2:38]1)(=[O:49])[CH3:48]. (7) Given the reactants [OH:1][CH2:2][CH2:3][C:4]1([OH:10])[CH2:9][CH2:8][NH:7][CH2:6][CH2:5]1.C(N(CC)CC)C.F[C:19]1[CH:26]=[CH:25][C:22]([C:23]#[N:24])=[C:21]([C:27]([F:30])([F:29])[F:28])[CH:20]=1, predict the reaction product. The product is: [OH:10][C:4]1([CH2:3][CH2:2][OH:1])[CH2:9][CH2:8][N:7]([C:19]2[CH:26]=[CH:25][C:22]([C:23]#[N:24])=[C:21]([C:27]([F:28])([F:30])[F:29])[CH:20]=2)[CH2:6][CH2:5]1. (8) Given the reactants [F:1][C:2]1[C:3]([CH:8]=O)=[N:4][CH:5]=[CH:6][CH:7]=1.[CH3:10][N:11]([CH2:13][C:14]1[C:22]2[O:21][N:20]=[C:19]([CH2:23][CH2:24][CH:25]3[CH2:30][CH2:29][NH:28][CH2:27][CH2:26]3)[C:18]=2[CH:17]=[CH:16][C:15]=1[O:31][CH2:32][CH:33]1[CH2:35][CH2:34]1)[CH3:12], predict the reaction product. The product is: [CH3:10][N:11]([CH2:13][C:14]1[C:22]2[O:21][N:20]=[C:19]([CH2:23][CH2:24][CH:25]3[CH2:30][CH2:29][N:28]([CH2:8][C:3]4[C:2]([F:1])=[CH:7][CH:6]=[CH:5][N:4]=4)[CH2:27][CH2:26]3)[C:18]=2[CH:17]=[CH:16][C:15]=1[O:31][CH2:32][CH:33]1[CH2:34][CH2:35]1)[CH3:12]. (9) Given the reactants [H-].[Na+].[CH:3]1([CH2:7][OH:8])[CH2:6][CH2:5][CH2:4]1.[NH2:9][C:10]1[C:15](Br)=[N:14][C:13]([Br:17])=[CH:12][N:11]=1.O, predict the reaction product. The product is: [Br:17][C:13]1[N:14]=[C:15]([O:8][CH2:7][CH:3]2[CH2:6][CH2:5][CH2:4]2)[C:10]([NH2:9])=[N:11][CH:12]=1.